This data is from Reaction yield outcomes from USPTO patents with 853,638 reactions. The task is: Predict the reaction yield, written as a fraction of the theoretical maximum amount of product (1.0 means a 100% yield; for example, 0.34 means a 34% yield). (1) The reactants are [Br:1][C:2]1[CH:3]=[CH:4][C:5]2[O:11][CH2:10][CH:9]3[CH2:12][N:13](C(OC(C)(C)C)=O)[CH2:14][CH2:15][N:8]3[CH2:7][C:6]=2[CH:23]=1.C(OCC)(=O)C.[ClH:30]. No catalyst specified. The product is [ClH:30].[ClH:30].[Br:1][C:2]1[CH:3]=[CH:4][C:5]2[O:11][CH2:10][CH:9]3[CH2:12][NH:13][CH2:14][CH2:15][N:8]3[CH2:7][C:6]=2[CH:23]=1. The yield is 0.902. (2) The reactants are C([O:8][C@@H:9]1[C@@H:47]([O:48]CC2C=CC=CC=2)[C@H:46]([O:56][C@@H:57]2[O:86][C@H:85]([CH2:87][F:88])[C@@H:76]([O:77]CC3C=CC=CC=3)[C@H:67]([O:68]CC3C=CC=CC=3)[C@H:58]2[O:59]CC2C=CC=CC=2)[C@@H:45]([CH2:89][F:90])[O:44][C@@H:10]1[O:11][C@H:12]1[C@H:16]([O:17]CC2C=CC=CC=2)[CH2:15][N:14](C(OCC2C=CC=CC=2)=O)[C@@H:13]1[CH2:35][O:36]CC1C=CC=CC=1)C1C=CC=CC=1.Cl. The catalyst is CO.[OH-].[Pd+2].[OH-].[C]. The product is [F:88][CH2:87][C@H:85]1[O:86][C@@H:57]([O:56][C@@H:46]2[C@@H:45]([CH2:89][F:90])[O:44][C@H:10]([O:11][C@H:12]3[C@H:16]([OH:17])[CH2:15][NH:14][C@@H:13]3[CH2:35][OH:36])[C@H:9]([OH:8])[C@H:47]2[OH:48])[C@H:58]([OH:59])[C@@H:67]([OH:68])[C@@H:76]1[OH:77]. The yield is 0.560.